From a dataset of Retrosynthesis with 50K atom-mapped reactions and 10 reaction types from USPTO. Predict the reactants needed to synthesize the given product. (1) Given the product COc1ccc(-c2ccc(C)c([N+](=O)[O-])c2)cc1, predict the reactants needed to synthesize it. The reactants are: COc1ccc(B(O)O)cc1.Cc1ccc(Br)cc1[N+](=O)[O-]. (2) Given the product COC(=O)C(CCCC/C=C/c1scnc1C)OC1CCCCC1, predict the reactants needed to synthesize it. The reactants are: C=CCCCCC(OC1CCCCC1)C(=O)OC.C=Cc1scnc1C. (3) Given the product CC1(C)C(=O)N([C@H]2C[C@H](Nc3nc4ccccc4s3)C2)c2ncccc21, predict the reactants needed to synthesize it. The reactants are: CC(C)(C(=O)N[C@H]1C[C@H](Nc2nc3ccccc3s2)C1)c1cccnc1Cl. (4) Given the product O=C1CC2(CCNCC2)Oc2ncccc21, predict the reactants needed to synthesize it. The reactants are: CC(C)(C)OC(=O)N1CCC2(CC1)CC(=O)c1cccnc1O2.